Dataset: Full USPTO retrosynthesis dataset with 1.9M reactions from patents (1976-2016). Task: Predict the reactants needed to synthesize the given product. (1) Given the product [CH:14]1([S:3][C:4]2[CH:5]=[C:6]([C:10](=[O:12])[CH3:11])[CH:7]=[CH:8][CH:9]=2)[CH2:18][CH2:17][CH2:16][CH2:15]1, predict the reactants needed to synthesize it. The reactants are: [OH-].[Na+].[SH:3][C:4]1[CH:5]=[C:6]([C:10](=[O:12])[CH3:11])[CH:7]=[CH:8][CH:9]=1.Br[CH:14]1[CH2:18][CH2:17][CH2:16][CH2:15]1.C(OCC)(=O)C. (2) Given the product [CH:1]1[CH:6]=[C:5]([Cl:7])[C:4]2[S:8][CH:9]=[C:10]([CH2:11][O:12][CH:13]([C:20]3[CH:25]=[CH:24][C:23]([Cl:26])=[CH:22][C:21]=3[Cl:27])[CH2:14][N:15]3[CH:19]=[N:18][CH:17]=[CH:16]3)[C:3]=2[CH:2]=1, predict the reactants needed to synthesize it. The reactants are: [CH:1]1[CH:6]=[C:5]([Cl:7])[C:4]2[S:8][CH:9]=[C:10]([CH2:11][O:12][CH:13]([C:20]3[CH:25]=[CH:24][C:23]([Cl:26])=[CH:22][C:21]=3[Cl:27])[CH2:14][N:15]3[CH:19]=[N:18][CH:17]=[CH:16]3)[C:3]=2[CH:2]=1.[N+]([O-])(O)=O.BrCC1C2C=CC=C(Cl)C=2SC=1.ClC1C=C(Cl)C=CC=1C(O)CN1C=CN=C1.[OH-].[Na+]. (3) The reactants are: [Br:1][C:2]1[CH:3]=[CH:4][C:5]([NH2:8])=[N:6][CH:7]=1.[C:9]1([CH3:19])[CH:14]=[CH:13][C:12]([S:15](Cl)(=[O:17])=[O:16])=[CH:11][CH:10]=1. Given the product [Br:1][C:2]1[CH:3]=[CH:4][C:5](=[N:8][S:15]([C:12]2[CH:13]=[CH:14][C:9]([CH3:19])=[CH:10][CH:11]=2)(=[O:17])=[O:16])[NH:6][CH:7]=1, predict the reactants needed to synthesize it. (4) Given the product [O:1]1[C:5]2[CH:6]=[CH:7][CH:8]=[CH:9][C:4]=2[CH:3]=[C:2]1[C:10]1[N:14]2[N:15]=[C:16]([O:19][CH2:20][CH2:21][CH2:22][S:23]([CH3:25])(=[NH:26])=[O:24])[CH:17]=[CH:18][C:13]2=[N:12][CH:11]=1, predict the reactants needed to synthesize it. The reactants are: [O:1]1[C:5]2[CH:6]=[CH:7][CH:8]=[CH:9][C:4]=2[CH:3]=[C:2]1[C:10]1[N:14]2[N:15]=[C:16]([O:19][CH2:20][CH2:21][CH2:22][S:23](=[N:26]C#N)([CH3:25])=[O:24])[CH:17]=[CH:18][C:13]2=[N:12][CH:11]=1.S(=O)(=O)(O)O.[OH-].[Na+]. (5) Given the product [CH:1]1[C:10]2[C@@H:11]3[CH2:16][N:15]([CH2:18][CH2:19][CH2:20][C:21]([C:23]4[CH:28]=[CH:27][CH:26]=[CH:25][C:24]=4[NH2:29])=[O:22])[CH2:14][CH2:13][C@@H:12]3[N:8]3[C:9]=2[C:4]([CH2:5][CH2:6][CH2:7]3)=[CH:3][CH:2]=1, predict the reactants needed to synthesize it. The reactants are: [CH:1]1[C:10]2[C@@H:11]3[CH2:16][NH:15][CH2:14][CH2:13][C@@H:12]3[N:8]3[C:9]=2[C:4]([CH2:5][CH2:6][CH2:7]3)=[CH:3][CH:2]=1.Cl[CH2:18][CH2:19][CH2:20][C:21]([C:23]1[CH:28]=[CH:27][CH:26]=[CH:25][C:24]=1[NH2:29])=[O:22].C([O-])([O-])=O.[K+].[K+]. (6) Given the product [Cl:33][C:21]1[C:22]([NH:24][CH:25]([CH3:32])[CH2:26][NH:27][S:28]([CH3:31])(=[O:30])=[O:29])=[N:23][C:18]([NH:16][C:13]2[CH:14]=[CH:15][C:8]3[CH2:7][CH2:6][N:5]([CH2:4][CH2:3][O:2][CH3:1])[CH2:11][CH2:10][C:9]=3[CH:12]=2)=[N:19][CH:20]=1, predict the reactants needed to synthesize it. The reactants are: [CH3:1][O:2][CH2:3][CH2:4][N:5]1[CH2:11][CH2:10][C:9]2[CH:12]=[C:13]([NH2:16])[CH:14]=[CH:15][C:8]=2[CH2:7][CH2:6]1.Cl[C:18]1[N:23]=[C:22]([NH:24][CH:25]([CH3:32])[CH2:26][NH:27][S:28]([CH3:31])(=[O:30])=[O:29])[C:21]([Cl:33])=[CH:20][N:19]=1. (7) The reactants are: [NH:1]1[CH2:5][CH2:4][C@@H:3]([NH:6][C:7](=[O:13])[O:8][C:9]([CH3:12])([CH3:11])[CH3:10])[CH2:2]1.Br[C:15]1[CH:16]=[N:17][CH:18]=[CH:19][CH:20]=1. Given the product [N:17]1[CH:18]=[CH:19][CH:20]=[C:15]([N:1]2[CH2:5][CH2:4][C@@H:3]([NH:6][C:7](=[O:13])[O:8][C:9]([CH3:10])([CH3:12])[CH3:11])[CH2:2]2)[CH:16]=1, predict the reactants needed to synthesize it. (8) Given the product [C:1]12([NH:6][C:7]([C:9]3[CH:10]=[C:11]([C:15]4[C:16]([CH2:35][C:36]([OH:38])=[O:37])=[CH:17][C:18]5[O:22][C:21]([C:23]6[CH:28]=[CH:27][C:26]([F:29])=[CH:25][CH:24]=6)=[C:20]([C:30](=[O:33])[NH:31][CH3:32])[C:19]=5[CH:34]=4)[CH:12]=[CH:13][CH:14]=3)=[O:8])[CH2:5][CH:3]([CH2:2]1)[CH2:4]2, predict the reactants needed to synthesize it. The reactants are: [C:1]12([NH:6][C:7]([C:9]3[CH:10]=[C:11]([C:15]4[C:16]([CH2:35][C:36]([O:38]C)=[O:37])=[CH:17][C:18]5[O:22][C:21]([C:23]6[CH:28]=[CH:27][C:26]([F:29])=[CH:25][CH:24]=6)=[C:20]([C:30](=[O:33])[NH:31][CH3:32])[C:19]=5[CH:34]=4)[CH:12]=[CH:13][CH:14]=3)=[O:8])[CH2:5][CH:3]([CH2:4]1)[CH2:2]2.[OH-].[Na+]. (9) Given the product [NH2:18][C@H:15]1[CH2:16][CH2:17][N:13]([CH2:12][C:11]2[CH:10]=[C:9]3[C:4]([C:5](=[O:46])[N:6]([NH:26][C:34]4[CH:39]=[C:38]([Cl:40])[CH:37]=[CH:36][C:35]=4[S:41]([CH2:44][CH3:45])(=[O:42])=[O:43])[CH:7]=[N:8]3)=[CH:3][C:2]=2[Br:1])[CH2:14]1, predict the reactants needed to synthesize it. The reactants are: [Br:1][C:2]1[CH:3]=[C:4]2[C:9](=[CH:10][C:11]=1[CH2:12][N:13]1[CH2:17][CH2:16][C@H:15]([NH:18]C(OC(C)(C)C)=O)[CH2:14]1)[N:8]=[CH:7][N:6]([N:26]([C:34]1[CH:39]=[C:38]([Cl:40])[CH:37]=[CH:36][C:35]=1[S:41]([CH2:44][CH3:45])(=[O:43])=[O:42])C(=O)OC(C)(C)C)[C:5]2=[O:46].Cl.C(S(N1C=CC=C1CN)(=O)=O)C. (10) The reactants are: [CH3:1][O:2][C:3]1[CH:28]=[C:27]([CH2:29][O:30][C:31]2[C:35](/[CH:36]=[CH:37]/[C:38]3[N:39]=[C:40]([CH3:43])[S:41][CH:42]=3)=[CH:34][N:33]([C:44]3[CH:49]=[CH:48][CH:47]=[CH:46][CH:45]=3)[N:32]=2)[CH:26]=[CH:25][C:4]=1[O:5][CH2:6][C:7]1[N:8]=[C:9]([C:13]2[CH:18]=[CH:17][C:16]([CH2:19][C:20]([O:22]CC)=[O:21])=[CH:15][CH:14]=2)[O:10][C:11]=1[CH3:12].O1CCCC1.[OH-].[Na+].Cl. Given the product [CH3:1][O:2][C:3]1[CH:28]=[C:27]([CH2:29][O:30][C:31]2[C:35](/[CH:36]=[CH:37]/[C:38]3[N:39]=[C:40]([CH3:43])[S:41][CH:42]=3)=[CH:34][N:33]([C:44]3[CH:45]=[CH:46][CH:47]=[CH:48][CH:49]=3)[N:32]=2)[CH:26]=[CH:25][C:4]=1[O:5][CH2:6][C:7]1[N:8]=[C:9]([C:13]2[CH:18]=[CH:17][C:16]([CH2:19][C:20]([OH:22])=[O:21])=[CH:15][CH:14]=2)[O:10][C:11]=1[CH3:12], predict the reactants needed to synthesize it.